From a dataset of Forward reaction prediction with 1.9M reactions from USPTO patents (1976-2016). Predict the product of the given reaction. (1) Given the reactants [CH:1]1[C:13]2[CH:12]([CH2:14][O:15][C:16]([NH:18][C@@H:19]([CH2:27][S:28][CH2:29][C@H:30]([OH:33])[CH2:31][OH:32])[C:20]([O:22][C:23]([CH3:26])([CH3:25])[CH3:24])=[O:21])=[O:17])[C:11]3[C:6](=[CH:7][CH:8]=[CH:9][CH:10]=3)[C:5]=2[CH:4]=[CH:3][CH:2]=1.[C:34](Cl)(=[O:48])[CH2:35][CH2:36][CH2:37][CH2:38][CH2:39][CH2:40][CH2:41][CH2:42][CH2:43][CH2:44][CH2:45][CH2:46][CH3:47].C(OC[C@@H](OC(=O)CCCCCCCCCCC)CSC[C@H](NC([O:80][CH2:81][CH:82]1[C:94]2[CH:93]=[CH:92][CH:91]=[CH:90][C:89]=2[C:88]2[C:83]1=[CH:84][CH:85]=[CH:86][CH:87]=2)=O)C(OC(C)(C)C)=O)(=O)CCCCCCCCCCC, predict the reaction product. The product is: [C:34]([O:32][CH2:31][C@@H:30]([O:33][C:81](=[O:80])[CH2:82][CH2:83][CH2:84][CH2:85][CH2:86][CH2:87][CH2:88][CH2:89][CH2:94][CH2:93][CH2:92][CH2:91][CH3:90])[CH2:29][S:28][CH2:27][C@H:19]([NH:18][C:16]([O:15][CH2:14][CH:12]1[C:13]2[CH:1]=[CH:2][CH:3]=[CH:4][C:5]=2[C:6]2[C:11]1=[CH:10][CH:9]=[CH:8][CH:7]=2)=[O:17])[C:20]([O:22][C:23]([CH3:26])([CH3:24])[CH3:25])=[O:21])(=[O:48])[CH2:35][CH2:36][CH2:37][CH2:38][CH2:39][CH2:40][CH2:41][CH2:42][CH2:43][CH2:44][CH2:45][CH2:46][CH3:47]. (2) Given the reactants [OH:1][C:2]1[CH:11]=[CH:10][C:9]2[C:8](=[O:12])[CH2:7][CH2:6][CH2:5][C:4]=2[C:3]=1[CH2:13][N:14]1[C:22](=[O:23])[C:21]2[C:16](=[CH:17][CH:18]=[CH:19][CH:20]=2)[C:15]1=[O:24].[N:25]1([CH2:30][CH:31]([C:33]2[CH:38]=[CH:37][CH:36]=[CH:35][CH:34]=2)O)[CH:29]=[CH:28][N:27]=[CH:26]1.C1(P(C2C=CC=CC=2)C2C=CC=CC=2)C=CC=CC=1.CCOC(/N=N/C(OCC)=O)=O, predict the reaction product. The product is: [N:25]1([CH2:30][C@H:31]([C:33]2[CH:38]=[CH:37][CH:36]=[CH:35][CH:34]=2)[O:1][C:2]2[CH:11]=[CH:10][C:9]3[C:8](=[O:12])[CH2:7][CH2:6][CH2:5][C:4]=3[C:3]=2[CH2:13][N:14]2[C:15](=[O:24])[C:16]3[C:21](=[CH:20][CH:19]=[CH:18][CH:17]=3)[C:22]2=[O:23])[CH:29]=[CH:28][N:27]=[CH:26]1. (3) Given the reactants Br[C:2]1[CH:7]=[CH:6][C:5]([C:8]([F:11])([F:10])[F:9])=[CH:4][N:3]=1.[CH2:12]([NH2:14])[CH3:13].C([O-])([O-])=O.[K+].[K+], predict the reaction product. The product is: [CH2:12]([NH:14][C:2]1[CH:7]=[CH:6][C:5]([C:8]([F:11])([F:10])[F:9])=[CH:4][N:3]=1)[CH3:13]. (4) Given the reactants [CH3:1][O:2][C:3]([C:5]1[N:13]=[CH:12][CH:11]=[CH:10][C:6]=1C(O)=O)=[O:4].[CH3:14][O:15][C:16]([C:18]1[C:19]([C:24]([OH:26])=O)=[N:20][CH:21]=[CH:22][CH:23]=1)=[O:17].C1(P([N:41]=[N+]=[N-])(C2C=CC=CC=2)=[O:34])C=CC=CC=1.[C:44]([OH:48])([CH3:47])([CH3:46])[CH3:45], predict the reaction product. The product is: [C:44]([O:48][C:24]([NH:41][C:6]1[C:5]([C:3]([O:2][CH3:1])=[O:4])=[N:13][CH:12]=[CH:11][CH:10]=1)=[O:26])([CH3:47])([CH3:46])[CH3:45].[C:44]([O:48][C:5]([NH:13][C:19]1[N:20]=[CH:21][CH:22]=[CH:23][C:18]=1[C:16]([O:15][CH3:14])=[O:17])=[O:34])([CH3:47])([CH3:46])[CH3:45]. (5) Given the reactants Br[C:2]1[CH:11]=[N:10][CH:9]=[C:8]2[C:3]=1[CH:4]=[C:5]([C:12]([NH2:14])=[O:13])[CH:6]=[N:7]2.[F:15][C:16]([F:28])([F:27])[O:17][C:18]1[CH:19]=[C:20](B(O)O)[CH:21]=[CH:22][CH:23]=1.C(=O)([O-])[O-].[Cs+].[Cs+], predict the reaction product. The product is: [F:15][C:16]([F:27])([F:28])[O:17][C:18]1[CH:23]=[C:22]([C:2]2[CH:11]=[N:10][CH:9]=[C:8]3[C:3]=2[CH:4]=[C:5]([C:12]([NH2:14])=[O:13])[CH:6]=[N:7]3)[CH:21]=[CH:20][CH:19]=1.